Dataset: Full USPTO retrosynthesis dataset with 1.9M reactions from patents (1976-2016). Task: Predict the reactants needed to synthesize the given product. (1) Given the product [F:13][C:11]1[CH:10]=[C:4]([CH:3]=[C:2]([F:1])[CH:12]=1)[C@H:5]([OH:9])[C:6]([NH:15][C@H:16]([C:18]([NH:20][N:21]1[C:27](=[O:28])[CH:26]([CH3:29])[C:25]2[CH:30]=[CH:31][C:32]([F:34])=[CH:33][C:24]=2[C:23]2[CH:35]=[CH:36][CH:37]=[CH:38][C:22]1=2)=[O:19])[CH3:17])=[O:8], predict the reactants needed to synthesize it. The reactants are: [F:1][C:2]1[CH:3]=[C:4]([CH:10]=[C:11]([F:13])[CH:12]=1)[C@H:5]([OH:9])[C:6]([OH:8])=O.Cl.[NH2:15][C@H:16]([C:18]([NH:20][N:21]1[C:27](=[O:28])[CH:26]([CH3:29])[C:25]2[CH:30]=[CH:31][C:32]([F:34])=[CH:33][C:24]=2[C:23]2[CH:35]=[CH:36][CH:37]=[CH:38][C:22]1=2)=[O:19])[CH3:17]. (2) Given the product [OH:40][C@H:33]([C:29]1[CH:30]=[CH:31][CH:32]=[C:27]([O:26][CH3:25])[CH:28]=1)[CH2:34][CH2:35][C:36]([O:38][CH3:39])=[O:37], predict the reactants needed to synthesize it. The reactants are: B(Cl)([C@H]1[C@H](C)C2C(C)(C)C(CC2)C1)[C@H]1[C@H](C)C2C(C)(C)C(CC2)C1.[CH3:25][O:26][C:27]1[CH:28]=[C:29]([C:33](=[O:40])[CH2:34][CH2:35][C:36]([O:38][CH3:39])=[O:37])[CH:30]=[CH:31][CH:32]=1.N(CCO)CCO. (3) Given the product [Cl:32][C:29]1[CH:30]=[CH:3][C:1]([O:5][C:6](=[O:20])[N:7]([CH2:9][C@H:10]2[CH2:11][CH2:12][C@H:13]([CH2:16][CH2:17][CH2:18][OH:19])[CH2:14][CH2:15]2)[CH3:8])=[CH:4][CH:28]=1, predict the reactants needed to synthesize it. The reactants are: [C:1]([O:5][C:6](=[O:20])[N:7]([CH2:9][C@H:10]1[CH2:15][CH2:14][C@H:13]([CH2:16][CH2:17][CH2:18][OH:19])[CH2:12][CH2:11]1)[CH3:8])([CH3:4])([CH3:3])C.Cl.ClC(OC1C=[CH:30][C:29]([Cl:32])=[CH:28]C=1)=O. (4) Given the product [C:2]1([C:1]2[C:9]([CH2:15][CH2:16][CH3:17])=[C:10]([OH:12])[N:18]([C:20]3[CH:25]=[CH:24][CH:23]=[CH:22][N:21]=3)[N:19]=2)[CH:3]=[CH:4][CH:5]=[CH:6][CH:7]=1, predict the reactants needed to synthesize it. The reactants are: [C:1]([CH:9]([CH2:15][CH2:16][CH3:17])[C:10]([O:12]CC)=O)(=O)[C:2]1[CH:7]=[CH:6][CH:5]=[CH:4][CH:3]=1.[NH:18]([C:20]1[CH:25]=[CH:24][CH:23]=[CH:22][N:21]=1)[NH2:19]. (5) Given the product [OH:2][CH2:1][C:3]1[S:7][N:6]=[N:5][C:4]=1[C:8]([O:10][CH3:11])=[O:9], predict the reactants needed to synthesize it. The reactants are: [CH:1]([C:3]1[S:7][N:6]=[N:5][C:4]=1[C:8]([O:10][CH3:11])=[O:9])=[O:2].[BH4-].[Na+]. (6) Given the product [CH3:32][CH:31]([CH3:33])[C@H:26]([N:21]1[CH2:20][C:19]2[C:23](=[CH:24][C:16]([C:13]3[CH:12]=[CH:11][C:10]([NH:9][C:1](=[O:8])[C:2]4[CH:3]=[CH:4][CH:5]=[CH:6][C:7]=4[O:59][C:60]4[CH:65]=[CH:64][CH:63]=[CH:62][CH:61]=4)=[CH:15][CH:14]=3)=[CH:17][CH:18]=2)[C:22]1=[O:25])[C:27]([O:29][CH3:30])=[O:28], predict the reactants needed to synthesize it. The reactants are: [C:1]([NH:9][C:10]1[CH:15]=[CH:14][C:13]([C:16]2[CH:24]=[C:23]3[C:19]([CH2:20][N:21]([C@@H:26]([CH:31]([CH3:33])[CH3:32])[C:27]([O:29][CH3:30])=[O:28])[C:22]3=[O:25])=[CH:18][CH:17]=2)=[CH:12][CH:11]=1)(=[O:8])[C:2]1[CH:7]=[CH:6][CH:5]=[CH:4][CH:3]=1.NC1C=CC(C2C=C3C(CN([C@@H](C(C)C)C(OC)=O)C3=O)=CC=2)=CC=1.[O:59](C1C=CC=CC=1C(Cl)=O)[C:60]1[CH:65]=[CH:64][CH:63]=[CH:62][CH:61]=1.